Dataset: Reaction yield outcomes from USPTO patents with 853,638 reactions. Task: Predict the reaction yield, written as a fraction of the theoretical maximum amount of product (1.0 means a 100% yield; for example, 0.34 means a 34% yield). (1) The yield is 0.509. The catalyst is C(O)(C)C. The product is [N:34]1[C:35]2[C:30](=[CH:29][C:28]([C:25]3([C:22]4[N:3]5[CH:4]=[C:5]([C:8]6[CH:9]=[CH:10][C:11]([C:12]([O:14][C:15]([CH3:16])([CH3:17])[CH3:18])=[O:13])=[CH:19][CH:20]=6)[CH:6]=[N:7][C:2]5=[N:1][CH:23]=4)[CH2:27][CH2:26]3)=[CH:37][CH:36]=2)[CH:31]=[CH:32][CH:33]=1. The reactants are [NH2:1][C:2]1[N:7]=[CH:6][C:5]([C:8]2[CH:20]=[CH:19][C:11]([C:12]([O:14][C:15]([CH3:18])([CH3:17])[CH3:16])=[O:13])=[CH:10][CH:9]=2)=[CH:4][N:3]=1.Cl[CH:22]([C:25]1([C:28]2[CH:29]=[C:30]3[C:35](=[CH:36][CH:37]=2)[N:34]=[CH:33][CH:32]=[CH:31]3)[CH2:27][CH2:26]1)[CH:23]=O.C(N(CC)CC)C. (2) The reactants are [CH3:1][C:2]1[CH:7]=[CH:6][C:5]([CH:8]([O:13][C:14]2[C:23]([NH:24][S:25]([CH2:28][CH2:29][CH3:30])(=[O:27])=[O:26])=[N:22][C:21]3[C:16](=[CH:17][CH:18]=[CH:19][CH:20]=3)[N:15]=2)[C:9]([F:12])([F:11])[F:10])=[CH:4][N+:3]=1[O-].O.C(=O)([O-])[O-:34].[K+].[K+]. The catalyst is C(OC(=O)C)(=O)C. The product is [F:10][C:9]([F:12])([F:11])[CH:8]([C:5]1[CH:4]=[N:3][C:2]([CH2:1][OH:34])=[CH:7][CH:6]=1)[O:13][C:14]1[C:23]([NH:24][S:25]([CH2:28][CH2:29][CH3:30])(=[O:27])=[O:26])=[N:22][C:21]2[C:16]([N:15]=1)=[CH:17][CH:18]=[CH:19][CH:20]=2. The yield is 0.300. (3) The reactants are I[C:2]1[N:6]2[CH:7]=[CH:8][CH:9]=[CH:10][C:5]2=[N:4][C:3]=1[C:11]([O:13][CH2:14][CH3:15])=[O:12].[N:16]1[CH:21]=[CH:20][C:19](B(O)O)=[CH:18][CH:17]=1.C([O-])([O-])=O.[Na+].[Na+]. The catalyst is COCCOC.O.ClCCl.C1C=CC([P]([Pd]([P](C2C=CC=CC=2)(C2C=CC=CC=2)C2C=CC=CC=2)([P](C2C=CC=CC=2)(C2C=CC=CC=2)C2C=CC=CC=2)[P](C2C=CC=CC=2)(C2C=CC=CC=2)C2C=CC=CC=2)(C2C=CC=CC=2)C2C=CC=CC=2)=CC=1. The product is [N:16]1[CH:21]=[CH:20][C:19]([C:2]2[N:6]3[CH:7]=[CH:8][CH:9]=[CH:10][C:5]3=[N:4][C:3]=2[C:11]([O:13][CH2:14][CH3:15])=[O:12])=[CH:18][CH:17]=1. The yield is 0.300. (4) The reactants are [F:1][C:2]1[C:11]2[CH:12]([CH2:14][CH2:15][NH:16][CH2:17][C@H:18]3[O:22][C:21](=[O:23])[N:20]([C:24]4[CH:25]=[CH:26][C:27]5[S:32][CH2:31][C:30](=[O:33])[NH:29][C:28]=5[CH:34]=4)[CH2:19]3)[CH2:13][N:9]3[C:10]=2[C:5]([CH:6]=[CH:7][C:8]3=[O:35])=[CH:4][CH:3]=1.[Si:36]([O:43][CH2:44][CH:45]=O)([C:39]([CH3:42])([CH3:41])[CH3:40])([CH3:38])[CH3:37]. No catalyst specified. The product is [C:39]([Si:36]([CH3:38])([CH3:37])[O:43][CH2:44][CH2:45][N:16]([CH2:17][CH:18]1[O:22][C:21](=[O:23])[N:20]([C:24]2[CH:25]=[CH:26][C:27]3[S:32][CH2:31][C:30](=[O:33])[NH:29][C:28]=3[CH:34]=2)[CH2:19]1)[CH2:15][CH2:14][CH:12]1[C:11]2=[C:10]3[C:5](=[CH:4][CH:3]=[C:2]2[F:1])[CH:6]=[CH:7][C:8](=[O:35])[N:9]3[CH2:13]1)([CH3:42])([CH3:41])[CH3:40]. The yield is 0.760. (5) The reactants are NCC[CH:4]([S:22][CH:23]1[CH2:28][CH2:27][NH:26][CH2:25][CH2:24]1)[CH:5]1[CH:9]([OH:10])[CH:8]([OH:11])[CH:7]([N:12]2[CH:20]=[N:19][C:18]3[C:13]2=[N:14][CH:15]=[N:16][C:17]=3[NH2:21])[O:6]1.C(=O)([O-])[O-].[K+].[K+].[NH2:35][C:36]1[NH:45][C:44](=[O:46])[C:43]2[C:38](=[N:39][CH:40]=[C:41]([CH2:47]Br)[N:42]=2)[N:37]=1.[CH3:49][C:50]([N:52](C)C)=O. No catalyst specified. The product is [NH2:35][C:36]1[NH:45][C:44](=[O:46])[C:43]2[C:38](=[N:39][CH:40]=[C:41]([CH2:47][NH:52][CH2:50][CH2:49][N:26]3[CH2:27][CH2:28][CH:23]([S:22][CH2:4][CH:5]4[CH:9]([OH:10])[CH:8]([OH:11])[CH:7]([N:12]5[CH:20]=[N:19][C:18]6[C:13]5=[N:14][CH:15]=[N:16][C:17]=6[NH2:21])[O:6]4)[CH2:24][CH2:25]3)[N:42]=2)[N:37]=1. The yield is 0.500. (6) The reactants are [CH3:1][C:2]1([CH3:49])[CH2:10][C:9]2[N:8]([CH2:11][O:12][CH2:13][CH2:14][Si:15]([CH3:18])([CH3:17])[CH3:16])[N:7]=[C:6]([C:19]3[N:20]([CH2:41][O:42][CH2:43][CH2:44][Si:45]([CH3:48])([CH3:47])[CH3:46])[C:21]4[C:26]([CH:27]=3)=[CH:25][CH:24]=[C:23]([N:28]([CH2:39][CH3:40])C(=O)OCC3C=CC=CC=3)[CH:22]=4)[C:5]=2[CH2:4][CH2:3]1. The catalyst is CO.[OH-].[Pd+2].[OH-].[C]. The product is [CH3:49][C:2]1([CH3:1])[CH2:10][C:9]2[N:8]([CH2:11][O:12][CH2:13][CH2:14][Si:15]([CH3:16])([CH3:17])[CH3:18])[N:7]=[C:6]([C:19]3[N:20]([CH2:41][O:42][CH2:43][CH2:44][Si:45]([CH3:47])([CH3:46])[CH3:48])[C:21]4[C:26]([CH:27]=3)=[CH:25][CH:24]=[C:23]([NH:28][CH2:39][CH3:40])[CH:22]=4)[C:5]=2[CH2:4][CH2:3]1. The yield is 1.00. (7) The catalyst is C(OCC)(=O)C.O. The yield is 0.964. The reactants are N1C=CC=CC=1.[CH2:7]([O:9][CH:10]([O:13][CH2:14][CH3:15])[CH2:11][OH:12])[CH3:8].[C:16](Cl)(=[O:23])[C:17]1[CH:22]=[CH:21][CH:20]=[CH:19][CH:18]=1.CO. The product is [C:16]([O:12][CH2:11][CH:10]([O:13][CH2:14][CH3:15])[O:9][CH2:7][CH3:8])(=[O:23])[C:17]1[CH:22]=[CH:21][CH:20]=[CH:19][CH:18]=1. (8) The reactants are [C:1]([O:5][C:6]([N:8]1[CH2:13][CH2:12][N:11]([C:14]2[C:23]([O:24][CH3:25])=[C:22]3[C:17]([C:18](=[O:32])[C:19]([C:29]([OH:31])=[O:30])=[CH:20][N:21]3[CH:26]3[CH2:28][CH2:27]3)=[CH:16][C:15]=2[F:33])[CH2:10][CH:9]1[CH3:34])=[O:7])([CH3:4])([CH3:3])[CH3:2].[CH3:35][CH2:36][O:37][P:38]([O:53][CH2:54][CH3:55])([CH:40]([P:45]([O:50][CH2:51][CH3:52])([O:47][CH2:48][CH3:49])=[O:46])[CH2:41][CH2:42][CH2:43]I)=[O:39].C(=O)([O-])[O-].[K+].[K+]. The catalyst is CN(C=O)C. The product is [C:1]([O:5][C:6]([N:8]1[CH2:13][CH2:12][N:11]([C:14]2[C:23]([O:24][CH3:25])=[C:22]3[C:17]([C:18](=[O:32])[C:19]([C:29]([O:31][CH2:43][CH2:42][CH2:41][CH:40]([P:45]([O:47][CH2:48][CH3:49])([O:50][CH2:51][CH3:52])=[O:46])[P:38]([O:37][CH2:36][CH3:35])([O:53][CH2:54][CH3:55])=[O:39])=[O:30])=[CH:20][N:21]3[CH:26]3[CH2:28][CH2:27]3)=[CH:16][C:15]=2[F:33])[CH2:10][CH:9]1[CH3:34])=[O:7])([CH3:4])([CH3:2])[CH3:3]. The yield is 0.570.